This data is from Reaction yield outcomes from USPTO patents with 853,638 reactions. The task is: Predict the reaction yield, written as a fraction of the theoretical maximum amount of product (1.0 means a 100% yield; for example, 0.34 means a 34% yield). The reactants are [Cl:1][C:2]1[CH:7]=[CH:6][C:5]([C:8]2([C:21]#N)[CH2:13][CH2:12][N:11]([C:14]([O:16][C:17]([CH3:20])([CH3:19])[CH3:18])=[O:15])[CH2:10][CH2:9]2)=[CH:4][C:3]=1[F:23].Cl.[OH-:25].[Na+].CC(OC(OC(OC(C)(C)C)=O)=O)(C)C.[OH2:42]. The catalyst is O1CCOCC1. The product is [C:17]([O:16][C:14]([N:11]1[CH2:12][CH2:13][C:8]([C:5]2[CH:6]=[CH:7][C:2]([Cl:1])=[C:3]([F:23])[CH:4]=2)([C:21]([OH:42])=[O:25])[CH2:9][CH2:10]1)=[O:15])([CH3:20])([CH3:19])[CH3:18]. The yield is 0.440.